Dataset: Forward reaction prediction with 1.9M reactions from USPTO patents (1976-2016). Task: Predict the product of the given reaction. The product is: [CH2:10]([NH:7][CH:6]([CH3:8])[C:5]([O:4][CH2:2][CH3:3])=[O:9])[C:11]1[CH:16]=[CH:15][CH:14]=[CH:13][CH:12]=1. Given the reactants Cl.[CH2:2]([O:4][C:5](=[O:9])[CH:6]([CH3:8])[NH2:7])[CH3:3].[CH:10](=O)[C:11]1[CH:16]=[CH:15][CH:14]=[CH:13][CH:12]=1.[BH-](OC(C)=O)(OC(C)=O)OC(C)=O.[Na+], predict the reaction product.